The task is: Binary Classification. Given a drug SMILES string, predict its activity (active/inactive) in a high-throughput screening assay against a specified biological target.. This data is from Tyrosyl-DNA phosphodiesterase HTS with 341,365 compounds. (1) The drug is O(C(=O)CCC(=O)NC(c1ccccc1)C)c1ccc(cc1)C. The result is 0 (inactive). (2) The molecule is o1c(NCCCn2ccnc2)c(nc1c1ccc(OCCC)cc1)C#N. The result is 0 (inactive).